Task: Predict the reactants needed to synthesize the given product.. Dataset: Full USPTO retrosynthesis dataset with 1.9M reactions from patents (1976-2016) (1) Given the product [OH:22][NH:21][C:19](=[O:20])[C:18]([CH3:27])([S:23]([CH3:26])(=[O:25])=[O:24])[CH2:17][CH2:16][N:13]1[CH:14]=[CH:15][C:10]([C:7]2[CH:8]=[CH:9][C:4](/[C:1](=[N:32]/[O:31][CH3:30])/[CH3:2])=[CH:5][CH:6]=2)=[CH:11][C:12]1=[O:28], predict the reactants needed to synthesize it. The reactants are: [C:1]([C:4]1[CH:9]=[CH:8][C:7]([C:10]2[CH:15]=[CH:14][N:13]([CH2:16][CH2:17][C:18]([CH3:27])([S:23]([CH3:26])(=[O:25])=[O:24])[C:19]([NH:21][OH:22])=[O:20])[C:12](=[O:28])[CH:11]=2)=[CH:6][CH:5]=1)(=O)[CH3:2].Cl.[CH3:30][O:31][NH2:32].C([O-])(=O)C.[Na+]. (2) The reactants are: CC1C=C(C)N=C([O:8][C@@H:9]([C:13]([O:26][CH3:27])([C:20]2[CH:21]=[CH:22][CH:23]=[CH:24][CH:25]=2)[C:14]2[CH:15]=[CH:16][CH:17]=[CH:18][CH:19]=2)[C:10]([OH:12])=[O:11])N=1.OC(C(OC)(C1C=CC=CC=1)C1C=CC=CC=1)C(O)=O.[N+](C1C=CC([C@@H](N)C)=CC=1)([O-])=O. Given the product [OH:8][C@@H:9]([C:13]([O:26][CH3:27])([C:14]1[CH:15]=[CH:16][CH:17]=[CH:18][CH:19]=1)[C:20]1[CH:21]=[CH:22][CH:23]=[CH:24][CH:25]=1)[C:10]([OH:12])=[O:11], predict the reactants needed to synthesize it. (3) Given the product [Br:3][C:4]1[CH:5]=[CH:6][C:7]([CH2:8][O:9][CH2:10][C@H:11]([O:13][CH2:16][CH3:17])[CH3:12])=[CH:14][CH:15]=1, predict the reactants needed to synthesize it. The reactants are: [H-].[Na+].[Br:3][C:4]1[CH:15]=[CH:14][C:7]([CH2:8][O:9][CH2:10][C@H:11]([OH:13])[CH3:12])=[CH:6][CH:5]=1.[CH2:16](I)[CH3:17].[NH4+].[Cl-]. (4) Given the product [Br:8][C:7]1[C:2]([NH:1][C:12](=[O:14])[CH3:13])=[N:3][CH:4]=[C:5]([N+:9]([O-:11])=[O:10])[CH:6]=1, predict the reactants needed to synthesize it. The reactants are: [NH2:1][C:2]1[C:7]([Br:8])=[CH:6][C:5]([N+:9]([O-:11])=[O:10])=[CH:4][N:3]=1.[C:12](OC(=O)C)(=[O:14])[CH3:13]. (5) Given the product [CH3:1][CH2:2][C@@H:3]([C:5]([O:7][C@@H:8]1[C@@H:13]2[C@@H:14]([CH2:19][CH2:20][C@H:21]3[O:27][C:25](=[O:26])[CH2:24][C@H:23]([OH:28])[CH2:22]3)[C@@H:15]([CH3:18])[CH:16]=[CH:17][C:12]2=[CH:11][C@H:10]([CH3:29])[CH2:9]1)=[O:6])[CH3:4].[CH:13]1([C:8]([NH2:36])=[O:7])[CH2:14][CH2:15][CH2:16][CH2:17][CH2:12]1, predict the reactants needed to synthesize it. The reactants are: [CH3:1][CH2:2][C@@H:3]([C:5]([O:7][C@@H:8]1[C@@H:13]2[C@@H:14]([CH2:19][CH2:20][C@H:21]3[O:27][C:25](=[O:26])[CH2:24][C@H:23]([OH:28])[CH2:22]3)[C@@H:15]([CH3:18])[CH:16]=[CH:17][C:12]2=[CH:11][C@H:10]([CH3:29])[CH2:9]1)=[O:6])[CH3:4].C1([NH2:36])CCCCC1.C1(C)C=CC=CC=1. (6) Given the product [CH2:31]([NH:33][C:34]([N:9]1[CH2:8][CH:7]=[C:6]([C:10]2[CH:15]=[CH:14][CH:13]=[C:12]([NH:16][C:17](=[O:28])[C:18]3[CH:23]=[CH:22][CH:21]=[C:20]([C:24]([F:25])([F:26])[F:27])[CH:19]=3)[CH:11]=2)[N:5]2[N:1]=[CH:2][CH:3]=[C:4]12)=[O:35])[CH3:32], predict the reactants needed to synthesize it. The reactants are: [N:1]1[N:5]2[C:6]([C:10]3[CH:11]=[C:12]([NH:16][C:17](=[O:28])[C:18]4[CH:23]=[CH:22][CH:21]=[C:20]([C:24]([F:27])([F:26])[F:25])[CH:19]=4)[CH:13]=[CH:14][CH:15]=3)=[CH:7][CH2:8][NH:9][C:4]2=[CH:3][CH:2]=1.[H-].[Na+].[CH2:31]([N:33]=[C:34]=[O:35])[CH3:32]. (7) Given the product [CH3:1][N:2]1[C:6]([C:7]2[O:9][N:27]=[C:25]([CH3:26])[N:24]=2)=[C:5]([CH3:10])[N:4]=[CH:3]1, predict the reactants needed to synthesize it. The reactants are: [CH3:1][N:2]1[C:6]([C:7]([OH:9])=O)=[C:5]([CH3:10])[N:4]=[CH:3]1.C(N1C=CN=C1)(N1C=CN=C1)=O.O[NH:24][C:25](=[NH:27])[CH3:26]. (8) The reactants are: [NH2:1][C@@H:2]([CH2:5][CH3:6])[CH2:3][OH:4].C([O-])([O-])=O.[K+].[K+].[Br:13][C:14]1[CH:15]=[C:16]([CH:21]=[CH:22][C:23]=1[CH2:24]Br)[C:17]([O:19][CH3:20])=[O:18]. Given the product [Br:13][C:14]1[CH:15]=[C:16]([CH:21]=[CH:22][C:23]=1[CH2:24][NH:1][C@@H:2]([CH2:5][CH3:6])[CH2:3][OH:4])[C:17]([O:19][CH3:20])=[O:18], predict the reactants needed to synthesize it. (9) Given the product [CH2:26]([N:22]([CH2:23][CH2:24][OH:25])[C:3]1[C:2]([C:31]2[CH:32]=[N:33][CH:34]=[C:29]([F:28])[CH:30]=2)=[CH:21][C:6]([C:7]([NH:9][C:10]2[CH:15]=[CH:14][C:13]([O:16][C:17]([F:20])([F:19])[F:18])=[CH:12][CH:11]=2)=[O:8])=[CH:5][N:4]=1)[CH3:27], predict the reactants needed to synthesize it. The reactants are: Br[C:2]1[C:3]([N:22]([CH2:26][CH3:27])[CH2:23][CH2:24][OH:25])=[N:4][CH:5]=[C:6]([CH:21]=1)[C:7]([NH:9][C:10]1[CH:15]=[CH:14][C:13]([O:16][C:17]([F:20])([F:19])[F:18])=[CH:12][CH:11]=1)=[O:8].[F:28][C:29]1[CH:30]=[C:31](B(O)O)[CH:32]=[N:33][CH:34]=1.